This data is from Experimentally validated miRNA-target interactions with 360,000+ pairs, plus equal number of negative samples. The task is: Binary Classification. Given a miRNA mature sequence and a target amino acid sequence, predict their likelihood of interaction. (1) The miRNA is hsa-miR-1272 with sequence GAUGAUGAUGGCAGCAAAUUCUGAAA. The protein sequence of the target gene is MESKALLLLALSVCLQSLTVSRGGLVAADRITGGKDFRDIESKFALRTPEDTAEDTCHLIPGVTESVANCHFNHSSKTFVVIHGWTVTGMYESWVPKLVAALYKREPDSNVIVVDWLSRAQQHYPVSAGYTKLVGQDVAKFMNWMADEFNYPLGNVHLLGYSLGAHAAGIAGSLTNKKVNRITGLDPAGPNFEYAEAPSRLSPDDADFVDVLHTFTRGSPGRSIGIQKPVGHVDIYPNGGTFQPGCNIGEALRVIAERGLGDVDQLVKCSHERSVHLFIDSLLNEENPSKAYRCNSKEAF.... Result: 0 (no interaction). (2) The protein sequence of the target gene is MAFSQVQCLDDNHVNWRSSESKPEFFYSEEQRLALEALVARGRDAFYEVLKRENIRDFLSELELKRILETIEVYDPGSEDPRGTGPSQGPEDNGVGDGEEASGADGVPIEAEPLPSLEYWPQKSDRSIPQLDLGWPDTIAYRGVTRASVYMQPPIDGQAHIKEVVRKMISQAQKVIAVVMDMFTDVDIFKDLLDAGFKRKVAVYIIVDESNVKYFLHMCERACMHLGHLKNLRVRSSGGTEFFTRSATKFKGALAQKFMFVDGDRAVCGSYSFTWSAARTDRNVISVLSGQVVEMFDRQF.... The miRNA is hsa-miR-4520-2-3p with sequence UUUGGACAGAAAACACGCAGGU. Result: 1 (interaction). (3) The miRNA is hsa-miR-3190-5p with sequence UCUGGCCAGCUACGUCCCCA. The protein sequence of the target gene is MAGDVGGRSCTDSELLLHPELLSQEFLLLTLEQKNIAVETDVRVNKDSLTDLYVQHAIPLPQRDLPKNRWGKMMEKKREQHEIKNETKRSSTVDGLRKRPLIVFDGSSTSTSIKVKKTENGDNDRLKPPPQASFTSNAFRKLSNSSSSVSPLILSSNLPVNNKTEHNNNDAKQNHDLTHRKSPSGPVKSPPLSPVGTTPVKLKRAAPKEEAEAMNNLKPPQAKRKIQHVTWP. Result: 1 (interaction). (4) The miRNA is hsa-miR-4697-3p with sequence UGUCAGUGACUCCUGCCCCUUGGU. The protein sequence of the target gene is MVFTVSCSKMSSIVDRDDSSIFDGLVEEDDKDKAKRVSRNKSEKKRRDQFNVLIKELGSMLPGNARKMDKSTVLQKSIDFLRKHKETTAQSDASEIRQDWKPTFLSNEEFTQLMLEALDGFFLAIMTDGSIIYVSESVTSLLEHLPSDLVDQSIFNFIPEGEHSEVYKILSTHLLESDSLTPEYLKSKNQLEFCCHMLRGTIDPKEPSTYEYVRFIGNFKSLTSVSTSTHNGFEGTIQRTHRPSYEDRVCFVATVRLATPQFIKEMCTVEEPNEEFTSRHSLEWKFLFLDHRAPPIIGYL.... Result: 0 (no interaction). (5) The miRNA is hsa-miR-4666a-5p with sequence AUACAUGUCAGAUUGUAUGCC. The protein sequence of the target gene is MGDEDWEAEINPHMSSYVPIFEKDRYSGENGDNFNRTPASSSEMDDGPSRRDHFMKSGFASGRNFGNRDAGECNKRDNTSTMGGFGVGKSFGNRGFSNSRFEDGDSSGFWRESSNDCEDNPTRNRGFSKRGGYRDGNNSEASGPYRRGGRGSFRGCRGGFGLGSPNNDLDPDECMQRTGGLFGSRRPVLSGTGNGDTSQSRSGSGSERGGYKGLNEEVITGSGKNSWKSEAEGGESSDTQGPKVTYIPPPPPEDEDSIFAHYQTGINFDKYDTILVEVSGHDAPPAILTFEEANLCQTLN.... Result: 1 (interaction). (6) The miRNA is hsa-miR-410-3p with sequence AAUAUAACACAGAUGGCCUGU. The protein sequence of the target gene is MRRGALLAGALAAYAAYLVLGALLVARLEGPHEARLRAELETLRAQLLQRSPCVAAPALDAFVERVLAAGRLGRVVLANASGSANASDPAWDFASALFFASTLITTVGYGYTTPLTDAGKAFSIAFALLGVPTTMLLLTASAQRLSLLLTHVPLSWLSMRWGWDPRRAACWHLVALLGVVVTVCFLVPAVIFAHLEEAWSFLDAFYFCFISLSTIGLGDYVPGEAPGQPYRALYKVLVTVYLFLGLVAMVLVLQTFRHVSDLHGLTELILLPPPCPASFNADEDDRVDILGPQPESHQQL.... Result: 0 (no interaction).